From a dataset of Full USPTO retrosynthesis dataset with 1.9M reactions from patents (1976-2016). Predict the reactants needed to synthesize the given product. (1) Given the product [N+:29]([C:25]1[N:24]=[C:23]([N:4]2[CH2:5][CH2:6][N:1]([CH2:7][CH2:8][CH2:9][CH2:10][N:11]3[C:19](=[O:20])[C:18]4[C:13](=[CH:14][CH:15]=[CH:16][CH:17]=4)[C:12]3=[O:21])[CH2:2][CH2:3]2)[CH:28]=[CH:27][CH:26]=1)([O-:31])=[O:30], predict the reactants needed to synthesize it. The reactants are: [N:1]1([CH2:7][CH2:8][CH2:9][CH2:10][N:11]2[C:19](=[O:20])[C:18]3[C:13](=[CH:14][CH:15]=[CH:16][CH:17]=3)[C:12]2=[O:21])[CH2:6][CH2:5][NH:4][CH2:3][CH2:2]1.Cl[C:23]1[CH:28]=[CH:27][CH:26]=[C:25]([N+:29]([O-:31])=[O:30])[N:24]=1.C(N(C(C)C)CC)(C)C. (2) Given the product [Br:8][CH2:9][CH2:10][CH2:31][C:29]([N:16]1[CH:25]2[CH:20]([CH2:21][CH2:22][CH2:23][CH2:24]2)[CH2:19][CH2:18][CH2:17]1)=[O:30], predict the reactants needed to synthesize it. The reactants are: CCN(CC)CC.[Br:8][CH2:9][CH2:10]CCC(Cl)=O.[NH:16]1[CH:25]2[CH:20]([CH2:21][CH2:22][CH2:23][CH2:24]2)[CH2:19][CH2:18][CH2:17]1.CCO[C:29]([CH3:31])=[O:30].